From a dataset of Catalyst prediction with 721,799 reactions and 888 catalyst types from USPTO. Predict which catalyst facilitates the given reaction. (1) Reactant: [N+:1]([C:4]1[CH:5]=[N:6][NH:7][CH:8]=1)([O-:3])=[O:2].Cl[CH2:10][C:11]([CH3:14])([OH:13])[CH3:12].C([O-])([O-])=O.[Cs+].[Cs+]. Product: [CH3:10][C:11]([OH:13])([CH3:14])[CH2:12][N:6]1[CH:5]=[C:4]([N+:1]([O-:3])=[O:2])[CH:8]=[N:7]1. The catalyst class is: 499. (2) Reactant: Cl[C:2]1[C:3]2[CH2:11][N:10]([C:12]3[CH:17]=[CH:16][C:15]([CH3:18])=[CH:14][N:13]=3)[CH2:9][CH2:8][C:4]=2[N:5]=[CH:6][N:7]=1.[NH2:19][C@@H:20]([C:23]1[CH:24]=[N:25][C:26]([O:29][CH3:30])=[CH:27][CH:28]=1)[CH2:21][OH:22].C(N(CC)C(C)C)(C)C. Product: [CH3:30][O:29][C:26]1[N:25]=[CH:24][C:23]([C@H:20]([NH:19][C:2]2[C:3]3[CH2:11][N:10]([C:12]4[CH:17]=[CH:16][C:15]([CH3:18])=[CH:14][N:13]=4)[CH2:9][CH2:8][C:4]=3[N:5]=[CH:6][N:7]=2)[CH2:21][OH:22])=[CH:28][CH:27]=1. The catalyst class is: 10. (3) Reactant: [Cl:1][C:2]1[CH:3]=[N:4][CH:5]=[C:6]([Cl:31])[C:7]=1[NH:8][C:9](=[O:30])[C:10]([C:12]1[C:20]2[C:15](=[CH:16][CH:17]=[C:18]([OH:21])[CH:19]=2)[N:14]([CH2:22][C:23]2[CH:28]=[CH:27][C:26]([F:29])=[CH:25][CH:24]=2)[CH:13]=1)=[O:11].[BH4-].[Na+].[OH-].[Na+]. Product: [Cl:1][C:2]1[CH:3]=[N:4][CH:5]=[C:6]([Cl:31])[C:7]=1[NH:8][C:9](=[O:30])[CH:10]([C:12]1[C:20]2[C:15](=[CH:16][CH:17]=[C:18]([OH:21])[CH:19]=2)[N:14]([CH2:22][C:23]2[CH:28]=[CH:27][C:26]([F:29])=[CH:25][CH:24]=2)[CH:13]=1)[OH:11]. The catalyst class is: 5. (4) Reactant: [Si]([O:18][CH2:19][CH2:20][CH2:21][N:22]1[CH2:27][C:26]2[CH:28]=[CH:29][CH:30]=[CH:31][C:25]=2[NH:24][S:23]1(=[O:33])=[O:32])(C(C)(C)C)(C1C=CC=CC=1)C1C=CC=CC=1.[F-].C([N+](CCCC)(CCCC)CCCC)CCC.C(O)(=O)C. Product: [O:33]=[S:23]1(=[O:32])[N:22]([CH2:21][CH2:20][CH2:19][OH:18])[CH2:27][C:26]2[CH:28]=[CH:29][CH:30]=[CH:31][C:25]=2[NH:24]1. The catalyst class is: 30. (5) Reactant: C(=O)([O-])[O-].[Na+].[Na+].[ClH:7].[N:8]12[CH2:15][CH2:14][CH:11]([CH2:12][CH2:13]1)[C@@H:10]([NH:16][C:17]([C:19]1[O:20][C:21]3[C:27](Br)=[CH:26][CH:25]=[CH:24][C:22]=3[CH:23]=1)=[O:18])[CH2:9]2.[OH:29][CH2:30][C:31]1[CH:36]=[CH:35][CH:34]=[CH:33][C:32]=1B(O)O. The catalyst class is: 151. Product: [ClH:7].[N:8]12[CH2:15][CH2:14][CH:11]([CH2:12][CH2:13]1)[C@@H:10]([NH:16][C:17]([C:19]1[O:20][C:21]3[C:27]([C:32]4[CH:33]=[CH:34][CH:35]=[CH:36][C:31]=4[CH2:30][OH:29])=[CH:26][CH:25]=[CH:24][C:22]=3[CH:23]=1)=[O:18])[CH2:9]2. (6) Reactant: [Si]([O:8][C:9]1[CH:10]=[CH:11][C:12]([CH2:19][OH:20])=[C:13]([C:15](O)([CH3:17])[CH3:16])[CH:14]=1)(C(C)(C)C)(C)C.C([Li])CCC.CCCCCC.CC1C=CC(S(Cl)(=O)=O)=CC=1.[F-].C([N+](CCCC)(CCCC)CCCC)CCC. Product: [CH3:17][C:15]1([CH3:16])[C:13]2[C:12](=[CH:11][CH:10]=[C:9]([OH:8])[CH:14]=2)[CH2:19][O:20]1. The catalyst class is: 1. (7) Reactant: [CH3:1][C:2]1[O:6][N:5]=[C:4]([C:7]2[CH:12]=[CH:11][CH:10]=[CH:9][CH:8]=2)[C:3]=1[CH2:13][OH:14].[H-].[Na+].Cl[C:18]1[N:19]=[N:20][C:21]([CH3:24])=[CH:22][CH:23]=1.O. Product: [CH3:24][C:21]1[N:20]=[N:19][C:18]([O:14][CH2:13][C:3]2[C:4]([C:7]3[CH:12]=[CH:11][CH:10]=[CH:9][CH:8]=3)=[N:5][O:6][C:2]=2[CH3:1])=[CH:23][CH:22]=1. The catalyst class is: 1.